Dataset: Reaction yield outcomes from USPTO patents with 853,638 reactions. Task: Predict the reaction yield, written as a fraction of the theoretical maximum amount of product (1.0 means a 100% yield; for example, 0.34 means a 34% yield). The reactants are Br[C:2]1[CH:3]=[C:4]([CH:8]([NH:14][C:15]([C@@H:17]2[CH2:22][CH2:21][CH2:20][N:19]([C:23](=[O:39])[CH2:24][CH2:25][CH:26]3[CH2:31][CH2:30][N:29]([C:32]([O:34][C:35]([CH3:38])([CH3:37])[CH3:36])=[O:33])[CH2:28][CH2:27]3)[CH2:18]2)=[O:16])[CH2:9][C:10]([O:12][CH3:13])=[O:11])[CH:5]=[N:6][CH:7]=1.[F:40][C:41]1[CH:46]=[CH:45][C:44](B(O)O)=[CH:43][C:42]=1[N+:50]([O-:52])=[O:51].[F-].[K+]. The catalyst is C1(C)C=CC=CC=1.C(O)C.O.C1C=CC([P]([Pd]([P](C2C=CC=CC=2)(C2C=CC=CC=2)C2C=CC=CC=2)([P](C2C=CC=CC=2)(C2C=CC=CC=2)C2C=CC=CC=2)[P](C2C=CC=CC=2)(C2C=CC=CC=2)C2C=CC=CC=2)(C2C=CC=CC=2)C2C=CC=CC=2)=CC=1. The product is [F:40][C:41]1[CH:46]=[CH:45][C:44]([C:2]2[CH:3]=[C:4]([CH:8]([NH:14][C:15]([C@@H:17]3[CH2:22][CH2:21][CH2:20][N:19]([C:23](=[O:39])[CH2:24][CH2:25][CH:26]4[CH2:27][CH2:28][N:29]([C:32]([O:34][C:35]([CH3:36])([CH3:38])[CH3:37])=[O:33])[CH2:30][CH2:31]4)[CH2:18]3)=[O:16])[CH2:9][C:10]([O:12][CH3:13])=[O:11])[CH:5]=[N:6][CH:7]=2)=[CH:43][C:42]=1[N+:50]([O-:52])=[O:51]. The yield is 0.400.